From a dataset of NCI-60 drug combinations with 297,098 pairs across 59 cell lines. Regression. Given two drug SMILES strings and cell line genomic features, predict the synergy score measuring deviation from expected non-interaction effect. (1) Drug 1: CC1=C(C=C(C=C1)NC2=NC=CC(=N2)N(C)C3=CC4=NN(C(=C4C=C3)C)C)S(=O)(=O)N.Cl. Drug 2: C1=NC2=C(N=C(N=C2N1C3C(C(C(O3)CO)O)F)Cl)N. Cell line: PC-3. Synergy scores: CSS=19.9, Synergy_ZIP=0.689, Synergy_Bliss=5.25, Synergy_Loewe=-3.13, Synergy_HSA=5.73. (2) Drug 1: CNC(=O)C1=CC=CC=C1SC2=CC3=C(C=C2)C(=NN3)C=CC4=CC=CC=N4. Drug 2: C1CN(P(=O)(OC1)NCCCl)CCCl. Cell line: UACC-257. Synergy scores: CSS=-0.980, Synergy_ZIP=0.541, Synergy_Bliss=-3.34, Synergy_Loewe=-5.40, Synergy_HSA=-4.56. (3) Drug 1: C1=C(C(=O)NC(=O)N1)F. Drug 2: B(C(CC(C)C)NC(=O)C(CC1=CC=CC=C1)NC(=O)C2=NC=CN=C2)(O)O. Cell line: TK-10. Synergy scores: CSS=23.5, Synergy_ZIP=4.75, Synergy_Bliss=3.96, Synergy_Loewe=3.43, Synergy_HSA=3.43. (4) Drug 1: C1=CC=C(C=C1)NC(=O)CCCCCCC(=O)NO. Drug 2: CN1C2=C(C=C(C=C2)N(CCCl)CCCl)N=C1CCCC(=O)O.Cl. Cell line: CAKI-1. Synergy scores: CSS=46.8, Synergy_ZIP=1.25, Synergy_Bliss=1.79, Synergy_Loewe=-51.5, Synergy_HSA=-1.36. (5) Drug 1: C1=NC2=C(N=C(N=C2N1C3C(C(C(O3)CO)O)O)F)N. Drug 2: CCN(CC)CCNC(=O)C1=C(NC(=C1C)C=C2C3=C(C=CC(=C3)F)NC2=O)C. Cell line: K-562. Synergy scores: CSS=-5.45, Synergy_ZIP=-2.47, Synergy_Bliss=-6.87, Synergy_Loewe=-12.1, Synergy_HSA=-10.1.